This data is from Full USPTO retrosynthesis dataset with 1.9M reactions from patents (1976-2016). The task is: Predict the reactants needed to synthesize the given product. (1) The reactants are: [OH:1][C:2]1[CH:3]=[C:4]([CH2:8][CH2:9][CH2:10][NH:11][C:12]2[N:17]=[C:16]([CH3:18])[C:15]([C:19]([NH:21][C@@H:22]([CH2:26][NH:27][C:28]([C:30]3[S:31][CH:32]=[CH:33][CH:34]=3)=[O:29])[C:23]([OH:25])=[O:24])=[O:20])=[C:14]([CH3:35])[N:13]=2)[CH:5]=[CH:6][CH:7]=1.S(Cl)(Cl)=O.[CH2:40](O)[CH2:41][CH2:42][CH3:43]. Given the product [CH2:40]([O:24][C:23](=[O:25])[C@@H:22]([NH:21][C:19]([C:15]1[C:16]([CH3:18])=[N:17][C:12]([NH:11][CH2:10][CH2:9][CH2:8][C:4]2[CH:5]=[CH:6][CH:7]=[C:2]([OH:1])[CH:3]=2)=[N:13][C:14]=1[CH3:35])=[O:20])[CH2:26][NH:27][C:28]([C:30]1[S:31][CH:32]=[CH:33][CH:34]=1)=[O:29])[CH2:41][CH2:42][CH3:43], predict the reactants needed to synthesize it. (2) Given the product [OH:13][C:14]1[CH:35]=[CH:34][C:17]([O:18][CH:19]2[CH2:24][CH2:23][N:22]([C:25]([O:27][C:28]3[CH:29]=[N:30][CH:31]=[CH:32][CH:33]=3)=[O:26])[CH2:21][CH2:20]2)=[CH:16][CH:15]=1, predict the reactants needed to synthesize it. The reactants are: C1COCC1.C([O:13][C:14]1[CH:35]=[CH:34][C:17]([O:18][CH:19]2[CH2:24][CH2:23][N:22]([C:25]([O:27][C:28]3[CH:29]=[N:30][CH:31]=[CH:32][CH:33]=3)=[O:26])[CH2:21][CH2:20]2)=[CH:16][CH:15]=1)C1C=CC=CC=1.[H][H].